From a dataset of Reaction yield outcomes from USPTO patents with 853,638 reactions. Predict the reaction yield, written as a fraction of the theoretical maximum amount of product (1.0 means a 100% yield; for example, 0.34 means a 34% yield). The reactants are [C:1]([O:5][C:6]([NH:8][C@@H:9]([CH2:14]I)[C:10]([O:12][CH3:13])=[O:11])=[O:7])([CH3:4])([CH3:3])[CH3:2].II.COC1C=CC=C(OC)C=1C1C=CC=CC=1P(C1CCCCC1)C1CCCCC1.[CH2:47]([O:54][C:55]1[CH:60]=[C:59](Br)[CH:58]=[CH:57][C:56]=1[CH3:62])[C:48]1[CH:53]=[CH:52][CH:51]=[CH:50][CH:49]=1. The catalyst is [Zn].C1C=CC(/C=C/C(/C=C/C2C=CC=CC=2)=O)=CC=1.C1C=CC(/C=C/C(/C=C/C2C=CC=CC=2)=O)=CC=1.C1C=CC(/C=C/C(/C=C/C2C=CC=CC=2)=O)=CC=1.[Pd].[Pd].O.CCOC(C)=O.CN(C=O)C. The product is [CH2:47]([O:54][C:55]1[CH:60]=[C:59]([CH2:14][C@H:9]([NH:8][C:6]([O:5][C:1]([CH3:4])([CH3:3])[CH3:2])=[O:7])[C:10]([O:12][CH3:13])=[O:11])[CH:58]=[CH:57][C:56]=1[CH3:62])[C:48]1[CH:49]=[CH:50][CH:51]=[CH:52][CH:53]=1. The yield is 0.370.